Dataset: Peptide-MHC class I binding affinity with 185,985 pairs from IEDB/IMGT. Task: Regression. Given a peptide amino acid sequence and an MHC pseudo amino acid sequence, predict their binding affinity value. This is MHC class I binding data. (1) The peptide sequence is RPALVVDTP. The MHC is HLA-B15:09 with pseudo-sequence HLA-B15:09. The binding affinity (normalized) is 0.0847. (2) The peptide sequence is DYLTTYFTW. The MHC is HLA-A24:02 with pseudo-sequence HLA-A24:02. The binding affinity (normalized) is 1.00. (3) The MHC is HLA-A02:19 with pseudo-sequence HLA-A02:19. The peptide sequence is FRRVAHSSL. The binding affinity (normalized) is 0.0847. (4) The peptide sequence is LEHGLYPQL. The MHC is HLA-A69:01 with pseudo-sequence HLA-A69:01. The binding affinity (normalized) is 0.0847. (5) The peptide sequence is SYNNKEKKW. The MHC is HLA-A23:01 with pseudo-sequence HLA-A23:01. The binding affinity (normalized) is 0. (6) The peptide sequence is LEFNSSLAI. The MHC is HLA-A68:02 with pseudo-sequence HLA-A68:02. The binding affinity (normalized) is 0.0847.